Dataset: Full USPTO retrosynthesis dataset with 1.9M reactions from patents (1976-2016). Task: Predict the reactants needed to synthesize the given product. Given the product [Br:19][C:13]1[CH2:14][C:15]2[C:11]([CH:12]=1)=[C:10]([C:7]1[CH:8]=[CH:9][C:4]([CH:1]([CH3:3])[CH3:2])=[CH:5][CH:6]=1)[CH:18]=[CH:17][CH:16]=2, predict the reactants needed to synthesize it. The reactants are: [CH:1]([C:4]1[CH:9]=[CH:8][C:7]([C:10]2[CH:18]=[CH:17][CH:16]=[C:15]3[C:11]=2[CH:12]=[CH:13][CH2:14]3)=[CH:6][CH:5]=1)([CH3:3])[CH3:2].[Br:19]N1C(=O)CCC1=O.C1(C)C=CC(S(O)(=O)=O)=CC=1.